From a dataset of Forward reaction prediction with 1.9M reactions from USPTO patents (1976-2016). Predict the product of the given reaction. Given the reactants Br[C:2]1[CH:18]=[CH:17][C:5]([CH2:6][NH:7][C:8](=[O:16])[O:9][CH2:10][CH2:11][Si:12]([CH3:15])([CH3:14])[CH3:13])=[CH:4][CH:3]=1.[CH3:19][C:20]1[N:21]=[CH:22][S:23][C:24]=1C(O)=O.C(=O)([O-])[O-].[Cs+].[Cs+], predict the reaction product. The product is: [CH3:19][C:20]1[N:21]=[CH:22][S:23][C:24]=1[C:2]1[CH:18]=[CH:17][C:5]([CH2:6][NH:7][C:8](=[O:16])[O:9][CH2:10][CH2:11][Si:12]([CH3:15])([CH3:14])[CH3:13])=[CH:4][CH:3]=1.